Dataset: Full USPTO retrosynthesis dataset with 1.9M reactions from patents (1976-2016). Task: Predict the reactants needed to synthesize the given product. (1) Given the product [CH3:4][CH:5]([CH2:39][C:40]([CH3:41])([CH3:43])[CH3:42])[CH2:6][CH2:7][CH:8]([NH:13][C:14]([C:16]1[C:25]([NH:26][C:27]([NH:29][C:30]2[C:35]([CH3:36])=[CH:34][C:33]([CH3:37])=[CH:32][C:31]=2[CH3:38])=[O:28])=[CH:24][C:23]2[C:18](=[CH:19][CH:20]=[CH:21][CH:22]=2)[CH:17]=1)=[O:15])[C:9]([OH:11])=[O:10], predict the reactants needed to synthesize it. The reactants are: O.[OH-].[Li+].[CH3:4][CH:5]([CH2:39][C:40]([CH3:43])([CH3:42])[CH3:41])[CH2:6][CH2:7][CH:8]([NH:13][C:14]([C:16]1[C:25]([NH:26][C:27]([NH:29][C:30]2[C:35]([CH3:36])=[CH:34][C:33]([CH3:37])=[CH:32][C:31]=2[CH3:38])=[O:28])=[CH:24][C:23]2[C:18](=[CH:19][CH:20]=[CH:21][CH:22]=2)[CH:17]=1)=[O:15])[C:9]([O:11]C)=[O:10].O.Cl. (2) Given the product [CH2:13]([C:12]([C:17]1[O:18][C:19]2[CH:25]=[CH:24][C:23]([C:26]([NH:28][C:29]([CH3:33])([CH3:34])[C:30]([OH:32])=[O:31])=[O:27])=[CH:22][C:20]=2[CH:21]=1)([C:9]1[CH:10]=[CH:11][C:6]([O:5][CH2:4][CH:3]([OH:36])[C:2]([CH3:38])([CH3:37])[CH3:1])=[C:7]([CH3:35])[CH:8]=1)[CH2:15][CH3:16])[CH3:14], predict the reactants needed to synthesize it. The reactants are: [CH3:1][C:2]([CH3:38])([CH3:37])[C:3](=[O:36])[CH2:4][O:5][C:6]1[CH:11]=[CH:10][C:9]([C:12]([C:17]2[O:18][C:19]3[CH:25]=[CH:24][C:23]([C:26]([NH:28][C:29]([CH3:34])([CH3:33])[C:30]([OH:32])=[O:31])=[O:27])=[CH:22][C:20]=3[CH:21]=2)([CH2:15][CH3:16])[CH2:13][CH3:14])=[CH:8][C:7]=1[CH3:35].[BH4-].[Na+]. (3) Given the product [CH2:2]1[C:13]2=[C:14]3[C:9](=[CH:10][CH:11]=[CH:12]2)[CH2:8][CH2:7][CH2:6][N:5]3[C:3]1=[O:4], predict the reactants needed to synthesize it. The reactants are: Cl[CH2:2][C:3]([N:5]1[C:14]2[C:9](=[CH:10][CH:11]=[CH:12][CH:13]=2)[CH2:8][CH2:7][CH2:6]1)=[O:4].[Cl-].[Al+3].[Cl-].[Cl-].C1(C)C=CC=CC=1.Cl. (4) Given the product [CH3:18][O:19][CH2:20][CH2:21][N:22]1[CH2:28][C@@H:4]([N+:1]([O-:3])=[O:2])[C@H:5]([C:6]2[S:7][CH:8]=[CH:9][N:10]=2)[CH2:23]1, predict the reactants needed to synthesize it. The reactants are: [N+:1](/[CH:4]=[CH:5]/[C:6]1[S:7][CH:8]=[CH:9][N:10]=1)([O-:3])=[O:2].C(O)(C(F)(F)F)=O.[CH3:18][O:19][CH2:20][CH2:21][N:22]([CH2:28]OC)[CH2:23][Si](C)(C)C.[OH-].[Na+]. (5) Given the product [CH2:1]([C:5]1[CH:6]=[CH:7][C:8]([CH2:9][OH:10])=[CH:12][CH:13]=1)[CH2:2][CH2:3][CH3:4], predict the reactants needed to synthesize it. The reactants are: [CH2:1]([C:5]1[CH:13]=[CH:12][C:8]([C:9](O)=[O:10])=[CH:7][CH:6]=1)[CH2:2][CH2:3][CH3:4].[BH4-].[Na+].OC1C=CC(C=O)=CC=1.BrCCCCCCCCCCCO. (6) Given the product [F:1][C:2]1[CH:3]=[N:4][CH:5]=[CH:6][C:7]=1[C:8](=[O:11])[CH2:9][CH3:10], predict the reactants needed to synthesize it. The reactants are: [F:1][C:2]1[CH:3]=[N:4][CH:5]=[CH:6][C:7]=1[CH:8]([OH:11])[CH2:9][CH3:10]. (7) Given the product [CH3:20][C:11]1[N:10]2[CH:2]=[C:3]([C:4]3([CH3:6])[CH2:21][CH2:5]3)[N:8]=[C:9]2[CH:14]=[C:13]([C:15]([O:17][CH2:18][CH3:19])=[O:16])[CH:12]=1, predict the reactants needed to synthesize it. The reactants are: Br[CH2:2][C:3](=O)[CH:4]([CH3:6])[CH3:5].[NH2:8][C:9]1[CH:14]=[C:13]([C:15]([O:17][CH2:18][CH3:19])=[O:16])[CH:12]=[C:11]([CH3:20])[N:10]=1.[CH2:21](O)C.